Dataset: Reaction yield outcomes from USPTO patents with 853,638 reactions. Task: Predict the reaction yield, written as a fraction of the theoretical maximum amount of product (1.0 means a 100% yield; for example, 0.34 means a 34% yield). The reactants are [Cl-].O[NH3+:3].[C:4](=[O:7])([O-])[OH:5].[Na+].CS(C)=O.[CH2:13]([C:17]1[N:18]=[C:19]([CH3:50])[N:20]([C:39]2[CH:44]=[CH:43][CH:42]=[C:41]([O:45][CH2:46][CH2:47][O:48][CH3:49])[CH:40]=2)[C:21](=[O:38])[C:22]=1[CH2:23][C:24]1[CH:29]=[CH:28][C:27]([C:30]2[C:31]([C:36]#[N:37])=[CH:32][CH:33]=[CH:34][CH:35]=2)=[CH:26][CH:25]=1)[CH2:14][CH2:15][CH3:16]. The catalyst is O.C(OCC)(=O)C. The product is [CH2:13]([C:17]1[N:18]=[C:19]([CH3:50])[N:20]([C:39]2[CH:44]=[CH:43][CH:42]=[C:41]([O:45][CH2:46][CH2:47][O:48][CH3:49])[CH:40]=2)[C:21](=[O:38])[C:22]=1[CH2:23][C:24]1[CH:25]=[CH:26][C:27]([C:30]2[CH:35]=[CH:34][CH:33]=[CH:32][C:31]=2[C:36]2[NH:3][C:4](=[O:7])[O:5][N:37]=2)=[CH:28][CH:29]=1)[CH2:14][CH2:15][CH3:16]. The yield is 0.440.